This data is from Full USPTO retrosynthesis dataset with 1.9M reactions from patents (1976-2016). The task is: Predict the reactants needed to synthesize the given product. (1) Given the product [Br:29][C:26]1[CH:25]=[CH:24][C:23]([O:22][CH2:21][CH:18]2[C:19](=[O:20])[N:15]([CH:11]([CH:12]([CH3:14])[CH3:13])[C:10]([NH:9][OH:8])=[O:31])[C:16](=[O:30])[NH:17]2)=[CH:28][CH:27]=1, predict the reactants needed to synthesize it. The reactants are: C([O:8][NH:9][C:10](=[O:31])[CH:11]([N:15]1[C:19](=[O:20])[CH:18]([CH2:21][O:22][C:23]2[CH:28]=[CH:27][C:26]([Br:29])=[CH:25][CH:24]=2)[NH:17][C:16]1=[O:30])[CH:12]([CH3:14])[CH3:13])C1C=CC=CC=1. (2) Given the product [C:16]1([NH:22][C:23]([N:12]2[C:13]3[C:9](=[CH:8][C:7]([C:4]4[CH:5]=[CH:6][N:1]=[CH:2][CH:3]=4)=[CH:15][CH:14]=3)[CH2:10][CH2:11]2)=[O:24])[CH:21]=[CH:20][CH:19]=[CH:18][CH:17]=1, predict the reactants needed to synthesize it. The reactants are: [N:1]1[CH:6]=[CH:5][C:4]([C:7]2[CH:8]=[C:9]3[C:13](=[CH:14][CH:15]=2)[NH:12][CH2:11][CH2:10]3)=[CH:3][CH:2]=1.[C:16]1([N:22]=[C:23]=[O:24])[CH:21]=[CH:20][CH:19]=[CH:18][CH:17]=1.